From a dataset of Reaction yield outcomes from USPTO patents with 853,638 reactions. Predict the reaction yield, written as a fraction of the theoretical maximum amount of product (1.0 means a 100% yield; for example, 0.34 means a 34% yield). (1) The reactants are [CH3:1][C:2]1([CH3:17])[CH2:8][CH2:7][C:6](=[O:9])[NH:5][C:4]2[CH:10]=[CH:11][C:12]([N+:14]([O-:16])=[O:15])=[CH:13][C:3]1=2.C(=O)([O-])[O-].[Cs+].[Cs+].I[CH2:25][CH3:26]. The catalyst is CN(C=O)C. The product is [CH2:25]([N:5]1[C:6](=[O:9])[CH2:7][CH2:8][C:2]([CH3:17])([CH3:1])[C:3]2[CH:13]=[C:12]([N+:14]([O-:16])=[O:15])[CH:11]=[CH:10][C:4]1=2)[CH3:26]. The yield is 0.950. (2) The reactants are Br[CH2:2][C:3]1[CH:12]=[CH:11][CH:10]=[C:9]([N+:13]([O-])=O)[C:4]=1[C:5]([O:7]C)=O.[NH2:16][C:17]1[CH:18]=[C:19]([CH:34]=[CH:35][CH:36]=1)[O:20][CH:21]1[CH2:26][CH2:25][N:24]([C:27]([O:29][C:30]([CH3:33])([CH3:32])[CH3:31])=[O:28])[CH2:23][CH2:22]1.N1C=CC=CC=1. The catalyst is CCO. The product is [NH2:13][C:9]1[CH:10]=[CH:11][CH:12]=[C:3]2[C:4]=1[C:5](=[O:7])[N:16]([C:17]1[CH:18]=[C:19]([CH:34]=[CH:35][CH:36]=1)[O:20][CH:21]1[CH2:26][CH2:25][N:24]([C:27]([O:29][C:30]([CH3:33])([CH3:31])[CH3:32])=[O:28])[CH2:23][CH2:22]1)[CH2:2]2. The yield is 0.650. (3) The product is [NH2:1][C:2]1[N:3]=[C:4]([Cl:40])[C:5]2[S:10][C:9](=[O:11])[N:8]([C@@H:12]3[O:24][C@H:23]([CH2:25][O:26][C:27](=[O:29])[CH3:28])[C@@H:18]([O:19][C:20](=[O:22])[CH3:21])[C@H:13]3[O:14][C:15](=[O:17])[CH3:16])[C:6]=2[N:7]=1. The yield is 0.870. The catalyst is C(Cl)(Cl)Cl. The reactants are [NH2:1][C:2]1[NH:3][C:4](=O)[C:5]2[S:10][C:9](=[O:11])[N:8]([C@@H:12]3[O:24][C@H:23]([CH2:25][O:26][C:27](=[O:29])[CH3:28])[C@@H:18]([O:19][C:20](=[O:22])[CH3:21])[C@H:13]3[O:14][C:15](=[O:17])[CH3:16])[C:6]=2[N:7]=1.C(N(CC)CC)C.O=P(Cl)(Cl)[Cl:40].C([O-])(O)=O.[Na+]. (4) The reactants are [CH2:1]1[O:13][C:12]2[CH:11]=[C:10]3[C:5]([C:6]([N:14]([CH2:28][CH2:29][N:30]4[CH2:34][CH2:33][CH2:32][CH2:31]4)[C:15](=[O:27])[C:16]4[CH:21]=[C:20]([O:22][CH3:23])[C:19]([O:24][CH3:25])=[CH:18][C:17]=4I)=[CH:7][CH:8]=[N:9]3)=[CH:4][C:3]=2[O:2]1. The catalyst is C(Cl)(Cl)Cl. The product is [CH3:23][O:22][C:20]1[C:19]([O:24][CH3:25])=[CH:18][C:17]2[C:7]3[C:6](=[C:5]4[CH:4]=[C:3]5[O:2][CH2:1][O:13][C:12]5=[CH:11][C:10]4=[N:9][CH:8]=3)[N:14]([CH2:28][CH2:29][N:30]3[CH2:34][CH2:33][CH2:32][CH2:31]3)[C:15](=[O:27])[C:16]=2[CH:21]=1. The yield is 0.360. (5) The reactants are [CH3:1][C:2]1([CH3:18])[C:16](=[O:17])[C:6]2[CH:7]=[C:8]([C:10]3[CH:15]=[CH:14][N:13]=[CH:12][CH:11]=3)[S:9][C:5]=2[CH2:4][CH2:3]1.[Cl:19][C:20]1[CH:25]=[CH:24][C:23]([Mg]Br)=[CH:22][CH:21]=1.CCOCC. The catalyst is O1CCCC1.[NH4+].[Cl-]. The product is [Cl:19][C:20]1[CH:25]=[CH:24][C:23]([C:16]2([OH:17])[C:6]3[CH:7]=[C:8]([C:10]4[CH:15]=[CH:14][N:13]=[CH:12][CH:11]=4)[S:9][C:5]=3[CH2:4][CH2:3][C:2]2([CH3:18])[CH3:1])=[CH:22][CH:21]=1. The yield is 0.970. (6) The reactants are [CH:1]1([C:7]2[C:15]3[C:10](=[CH:11][C:12]([C:16]([O:18]C)=[O:17])=[CH:13][CH:14]=3)[NH:9][C:8]=2[C:20]2[CH:25]=[CH:24][CH:23]=[CH:22][CH:21]=2)[CH2:6][CH2:5][CH2:4][CH2:3][CH2:2]1.Br[CH2:27][C:28]1[CH:33]=[CH:32][C:31]([S:34]([CH3:37])(=[O:36])=[O:35])=[CH:30][CH:29]=1. No catalyst specified. The product is [CH:1]1([C:7]2[C:15]3[C:10](=[CH:11][C:12]([C:16]([OH:18])=[O:17])=[CH:13][CH:14]=3)[N:9]([CH2:27][C:28]3[CH:33]=[CH:32][C:31]([S:34]([CH3:37])(=[O:36])=[O:35])=[CH:30][CH:29]=3)[C:8]=2[C:20]2[CH:25]=[CH:24][CH:23]=[CH:22][CH:21]=2)[CH2:2][CH2:3][CH2:4][CH2:5][CH2:6]1. The yield is 0.990. (7) The reactants are [OH:1][C:2]1[CH:9]=[C:8]([N+:10]([O-:12])=[O:11])[CH:7]=[CH:6][C:3]=1[C:4]#[N:5].[CH2:13]1[CH2:23][CH2:22]N2C(=NCCC2)C[CH2:14]1.F[C:25](F)(F)C([O-])=O. The catalyst is CC#N. The product is [CH3:25][C:13]([CH3:14])([O:1][C:2]1[CH:9]=[C:8]([N+:10]([O-:12])=[O:11])[CH:7]=[CH:6][C:3]=1[C:4]#[N:5])[C:23]#[CH:22]. The yield is 0.480. (8) The reactants are Br[C:2]1[N:10]([CH2:11][C:12]2[C:17]([F:18])=[CH:16][CH:15]=[CH:14][C:13]=2[Cl:19])[C:9]2[C:8](=[O:20])[N:7]([CH3:21])[C:6](=[O:22])[N:5]([CH3:23])[C:4]=2[N:3]=1.[NH:24]1[CH2:29][CH2:28][CH2:27][CH:26]([C:30]([O:32][CH2:33][CH3:34])=[O:31])[CH2:25]1.O.C(Cl)Cl. The catalyst is CS(C)=O.CCOC(C)=O. The product is [Cl:19][C:13]1[CH:14]=[CH:15][CH:16]=[C:17]([F:18])[C:12]=1[CH2:11][N:10]1[C:9]2[C:8](=[O:20])[N:7]([CH3:21])[C:6](=[O:22])[N:5]([CH3:23])[C:4]=2[N:3]=[C:2]1[N:24]1[CH2:29][CH2:28][CH2:27][CH:26]([C:30]([O:32][CH2:33][CH3:34])=[O:31])[CH2:25]1. The yield is 0.880.